This data is from Forward reaction prediction with 1.9M reactions from USPTO patents (1976-2016). The task is: Predict the product of the given reaction. (1) Given the reactants [CH2:1]([O:3][C:4]1[CH:13]=[CH:12][C:11]2[C:6](=[CH:7][CH:8]=[CH:9][CH:10]=2)[C:5]=1[C:14](O)=[O:15])[CH3:2].C1COCC1, predict the reaction product. The product is: [CH2:1]([O:3][C:4]1[CH:13]=[CH:12][C:11]2[C:6](=[CH:7][CH:8]=[CH:9][CH:10]=2)[C:5]=1[CH2:14][OH:15])[CH3:2]. (2) Given the reactants C1C=C(Cl)C=C(C(OO)=[O:9])C=1.[C:12]([O:20][CH2:21][CH:22]=[C:23]([CH3:25])[CH3:24])(=[O:19])[C:13]1[CH:18]=[CH:17][CH:16]=[CH:15][CH:14]=1, predict the reaction product. The product is: [C:12]([O:20][CH2:21][CH:22]1[C:23]([CH3:25])([CH3:24])[O:9]1)(=[O:19])[C:13]1[CH:18]=[CH:17][CH:16]=[CH:15][CH:14]=1. (3) The product is: [Cl:1][C:2]1[CH:3]=[CH:4][C:5]([C:8]2[N:12]([CH2:13][C:14]3[CH:19]=[CH:18][CH:17]=[CH:16][C:15]=3[F:20])[C:11](=[O:21])[N:10]([CH2:22][C:23]([NH:27][CH:28]([C:38]3[CH:43]=[CH:42][CH:41]=[CH:40][C:39]=3[C:44]([F:45])([F:46])[F:47])[C:29]([NH:31][C:32]([CH3:37])([C:34]([NH2:36])=[O:35])[CH3:33])=[O:30])=[O:24])[N:9]=2)=[CH:6][CH:7]=1. Given the reactants [Cl:1][C:2]1[CH:7]=[CH:6][C:5]([C:8]2[N:12]([CH2:13][C:14]3[CH:19]=[CH:18][CH:17]=[CH:16][C:15]=3[F:20])[C:11](=[O:21])[N:10]([CH2:22][C:23](O)=[O:24])[N:9]=2)=[CH:4][CH:3]=1.Cl.[NH2:27][CH:28]([C:38]1[CH:43]=[CH:42][CH:41]=[CH:40][C:39]=1[C:44]([F:47])([F:46])[F:45])[C:29]([NH:31][C:32]([CH3:37])([C:34]([NH2:36])=[O:35])[CH3:33])=[O:30], predict the reaction product. (4) Given the reactants [NH:1]1[CH2:6][CH2:5][CH:4]([C:7]2[CH:15]=[CH:14][CH:13]=[C:12]3[C:8]=2[CH2:9][C:10](=[O:16])[NH:11]3)[CH2:3][CH2:2]1.[CH2:17]([O:19][C:20]([C:22]1[C:26]([CH2:27][CH2:28][C:29]([OH:31])=[O:30])=[C:25]([CH:32]=O)[NH:24][C:23]=1[CH3:34])=[O:21])[CH3:18], predict the reaction product. The product is: [CH2:17]([O:19][C:20]([C:22]1[C:26]([CH2:27][CH2:28][C:29]([OH:31])=[O:30])=[C:25]([CH:32]=[C:9]2[C:8]3[C:12](=[CH:13][CH:14]=[CH:15][C:7]=3[CH:4]3[CH2:3][CH2:2][NH:1][CH2:6][CH2:5]3)[NH:11][C:10]2=[O:16])[NH:24][C:23]=1[CH3:34])=[O:21])[CH3:18]. (5) Given the reactants Cl[C:2]1[N:3]=[C:4]([N:18]2[CH2:23][CH2:22][O:21][CH2:20][CH2:19]2)[C:5]2[CH2:10][N:9]([C:11]([O:13][C:14]([CH3:17])([CH3:16])[CH3:15])=[O:12])[CH2:8][C:6]=2[N:7]=1.[CH:24]1([NH:27][C:28]([NH:30][C:31]2[CH:36]=[CH:35][C:34](B3OC(C)(C)C(C)(C)O3)=[C:33]([F:46])[CH:32]=2)=[O:29])[CH2:26][CH2:25]1.ClCCl.C(=O)([O-])[O-].[Na+].[Na+], predict the reaction product. The product is: [CH:24]1([NH:27][C:28](=[O:29])[NH:30][C:31]2[CH:36]=[CH:35][C:34]([C:2]3[N:3]=[C:4]([N:18]4[CH2:23][CH2:22][O:21][CH2:20][CH2:19]4)[C:5]4[CH2:10][N:9]([C:11]([O:13][C:14]([CH3:17])([CH3:16])[CH3:15])=[O:12])[CH2:8][C:6]=4[N:7]=3)=[C:33]([F:46])[CH:32]=2)[CH2:25][CH2:26]1.